Predict the reactants needed to synthesize the given product. From a dataset of Retrosynthesis with 50K atom-mapped reactions and 10 reaction types from USPTO. (1) Given the product Cc1cccnc1NS(=O)(=O)c1cccc(I)c1, predict the reactants needed to synthesize it. The reactants are: Cc1cccnc1N.O=S(=O)(Cl)c1cccc(I)c1. (2) Given the product Clc1ccc(SC2CCCc3cccnc32)cc1, predict the reactants needed to synthesize it. The reactants are: ClC1CCCc2cccnc21.Sc1ccc(Cl)cc1. (3) Given the product O=C(Nc1ccc2ccc(Cl)nc2n1)C1=CSCS1, predict the reactants needed to synthesize it. The reactants are: Nc1ccc2ccc(Cl)nc2n1.O=C(O)C1=CSCS1. (4) The reactants are: OC1CCN(C(c2ccccc2)(c2ccccc2)c2ccccc2)CC1. Given the product c1ccc(C(c2ccccc2)(c2ccccc2)N2CCCCC2)cc1, predict the reactants needed to synthesize it. (5) Given the product O=C(NC1CCNCC1)c1ccc(/C=C/C(c2cc(Cl)c(Cl)c(Cl)c2)C(F)(F)F)cc1Br, predict the reactants needed to synthesize it. The reactants are: CC(C)(C)OC(=O)N1CCC(NC(=O)c2ccc(/C=C/C(c3cc(Cl)c(Cl)c(Cl)c3)C(F)(F)F)cc2Br)CC1. (6) The reactants are: CC(C)(C)OC(=O)CN(c1ccc2c(c1)CCN2)S(=O)(=O)c1cc(Cl)cc(Cl)c1.O=C=Nc1ccccc1. Given the product CC(C)(C)OC(=O)CN(c1ccc2c(c1)CCN2C(=O)Nc1ccccc1)S(=O)(=O)c1cc(Cl)cc(Cl)c1, predict the reactants needed to synthesize it. (7) The reactants are: CC[C@H](NCc1ccc(C(=O)OC)cc1)c1ccccc1.O=C(Cl)c1ccc(Cl)cc1. Given the product CC[C@@H](c1ccccc1)N(Cc1ccc(C(=O)OC)cc1)C(=O)c1ccc(Cl)cc1, predict the reactants needed to synthesize it.